From a dataset of Full USPTO retrosynthesis dataset with 1.9M reactions from patents (1976-2016). Predict the reactants needed to synthesize the given product. (1) Given the product [CH2:9]([O:8][CH2:7][CH2:6][CH2:5][NH:4][CH2:3][CH2:2][OH:1])[CH2:10][C:11]1[CH:16]=[CH:15][CH:14]=[CH:13][CH:12]=1, predict the reactants needed to synthesize it. The reactants are: [OH:1][CH2:2][CH2:3][NH:4][C:5](=O)[CH2:6][CH2:7][O:8][CH2:9][CH2:10][C:11]1[CH:16]=[CH:15][CH:14]=[CH:13][CH:12]=1. (2) Given the product [CH:1]1([CH2:6][N:7]([C:10]2[N:17]=[C:16]3[CH:15]=[CH:27][N:26]([CH3:28])[C:25]3=[CH:14][C:11]=2[C:12]#[N:13])[CH2:8][CH3:9])[CH2:2][CH2:3][CH2:4][CH2:5]1, predict the reactants needed to synthesize it. The reactants are: [CH:1]1([CH2:6][N:7]([C:10]2[N:17]=[C:16](C)[C:15]([N+]([O-])=O)=[CH:14][C:11]=2[C:12]#[N:13])[CH2:8][CH3:9])[CH2:5][CH2:4][CH2:3][CH2:2]1.C(O[CH:25](OCC)[N:26]([CH3:28])[CH3:27])C.[H-].[Na+].IC.